This data is from Reaction yield outcomes from USPTO patents with 853,638 reactions. The task is: Predict the reaction yield, written as a fraction of the theoretical maximum amount of product (1.0 means a 100% yield; for example, 0.34 means a 34% yield). (1) The reactants are C([O:8][C:9]([C:11]1([N:16]([S:23]([C:26]2[CH:31]=[CH:30][C:29]([C:32]3[CH:37]=[CH:36][C:35]([F:38])=[CH:34][CH:33]=3)=[CH:28][CH:27]=2)(=[O:25])=[O:24])[CH2:17][CH2:18][C:19]([O:21][CH3:22])=[O:20])[CH2:15][CH2:14][CH2:13][CH2:12]1)=[O:10])C1C=CC=CC=1. The catalyst is CO.[Pd]. The product is [F:38][C:35]1[CH:34]=[CH:33][C:32]([C:29]2[CH:30]=[CH:31][C:26]([S:23]([N:16]([CH2:17][CH2:18][C:19]([O:21][CH3:22])=[O:20])[C:11]3([C:9]([OH:10])=[O:8])[CH2:15][CH2:14][CH2:13][CH2:12]3)(=[O:24])=[O:25])=[CH:27][CH:28]=2)=[CH:37][CH:36]=1. The yield is 1.00. (2) The catalyst is CS(C)=O.O. The reactants are F[C:2]1[CH:12]=[CH:11][C:5]([C:6]([O:8][CH2:9][CH3:10])=[O:7])=[CH:4][CH:3]=1.[CH:13]([N:16]1[CH2:22][CH2:21][CH2:20][NH:19][CH2:18][CH2:17]1)([CH3:15])[CH3:14]. The product is [CH:13]([N:16]1[CH2:22][CH2:21][CH2:20][N:19]([C:2]2[CH:12]=[CH:11][C:5]([C:6]([O:8][CH2:9][CH3:10])=[O:7])=[CH:4][CH:3]=2)[CH2:18][CH2:17]1)([CH3:15])[CH3:14]. The yield is 0.365. (3) The yield is 0.600. The reactants are [Cl:1][C:2]1[N:7]=[CH:6][C:5]([O:8][CH3:9])=[C:4]([Cl:10])[N:3]=1.[CH:11]([Mg]Br)=[CH2:12].ClC1C(=O)C(C#N)=C(C#N)C(=O)C=1Cl. The catalyst is O1CCCC1. The product is [Cl:1][C:2]1[N:7]=[C:6]([CH:11]=[CH2:12])[C:5]([O:8][CH3:9])=[C:4]([Cl:10])[N:3]=1. (4) The reactants are [CH3:1][C:2]1([CH3:12])[O:6][C:5](=[CH:7][C:8](Cl)=[O:9])[C:4](=[O:11])[O:3]1.[Cl:13][C:14]1[CH:23]=[CH:22][C:17]([CH2:18][NH:19][O:20][CH3:21])=[CH:16][CH:15]=1. No catalyst specified. The product is [Cl:13][C:14]1[CH:15]=[CH:16][C:17]([CH2:18][N:19]([O:20][CH3:21])[C:8](=[O:9])[CH:7]=[C:5]2[C:4](=[O:11])[O:3][C:2]([CH3:12])([CH3:1])[O:6]2)=[CH:22][CH:23]=1. The yield is 0.950. (5) The reactants are Cl.[Cl:2][C:3]1[CH:4]=[C:5]([N:9]2[C:13]([CH2:14][NH2:15])=[CH:12][C:11]([C:16]([F:19])([F:18])[F:17])=[N:10]2)[CH:6]=[CH:7][CH:8]=1.[OH:20][CH2:21][C:22]([C:26]1[CH:31]=[CH:30][C:29]([NH:32][C:33](=O)[O:34]C2C=CC=CC=2)=[CH:28][CH:27]=1)([OH:25])[CH2:23][OH:24]. The catalyst is C1COCC1. The product is [Cl:2][C:3]1[CH:4]=[C:5]([N:9]2[C:13]([CH2:14][NH:15][C:33]([NH:32][C:29]3[CH:28]=[CH:27][C:26]([C:22]([OH:25])([CH2:21][OH:20])[CH2:23][OH:24])=[CH:31][CH:30]=3)=[O:34])=[CH:12][C:11]([C:16]([F:17])([F:18])[F:19])=[N:10]2)[CH:6]=[CH:7][CH:8]=1. The yield is 0.750. (6) The reactants are O=P(Cl)(Cl)Cl.[CH3:6][C:7]1[CH:8]=[C:9]([CH:13]=[CH:14][C:15]=1[N:16]1[CH:20]=[CH:19][CH:18]=[CH:17]1)[C:10]([NH2:12])=O.[C:21]([O-])([O-])=[O:22].[Na+].[Na+]. The catalyst is CN(C=O)C. The product is [CH:21]([C:17]1[N:16]([C:15]2[CH:14]=[CH:13][C:9]([C:10]#[N:12])=[CH:8][C:7]=2[CH3:6])[CH:20]=[CH:19][CH:18]=1)=[O:22]. The yield is 0.680. (7) The reactants are [CH3:1][O:2][C:3]1[CH:4]=[C:5]2[C:10](=[CH:11][C:12]=1[O:13][CH2:14][CH:15]1[CH2:17][O:16]1)[N:9]=[CH:8][CH:7]=[C:6]2[O:18][C:19]1[CH:24]=[CH:23][C:22]([CH3:25])=[CH:21][C:20]=1[C:26]([C:28]1[CH:33]=[CH:32][CH:31]=[CH:30][CH:29]=1)=[O:27].[NH:34]1[CH2:39][CH2:38][O:37][CH2:36][CH2:35]1.O. The catalyst is CN(C)C=O. The product is [OH:16][CH:15]([CH2:17][N:34]1[CH2:39][CH2:38][O:37][CH2:36][CH2:35]1)[CH2:14][O:13][C:12]1[CH:11]=[C:10]2[C:5]([C:6]([O:18][C:19]3[CH:24]=[CH:23][C:22]([CH3:25])=[CH:21][C:20]=3[C:26]([C:28]3[CH:29]=[CH:30][CH:31]=[CH:32][CH:33]=3)=[O:27])=[CH:7][CH:8]=[N:9]2)=[CH:4][C:3]=1[O:2][CH3:1]. The yield is 0.690.